This data is from Full USPTO retrosynthesis dataset with 1.9M reactions from patents (1976-2016). The task is: Predict the reactants needed to synthesize the given product. (1) Given the product [OH:29][C@@H:24]1[C@@H:25]([CH2:27][OH:28])[CH2:26][N:22]([C:3]2[C:2]([B:30]3[O:34][C:33]([CH3:36])([CH3:35])[C:32]([CH3:38])([CH3:37])[O:31]3)=[CH:21][C:6]([C:7]([NH:9][C:10]3[CH:15]=[CH:14][C:13]([O:16][C:17]([F:20])([F:19])[F:18])=[CH:12][CH:11]=3)=[O:8])=[CH:5][N:4]=2)[CH2:23]1, predict the reactants needed to synthesize it. The reactants are: Br[C:2]1[C:3]([N:22]2[CH2:26][C@H:25]([CH2:27][OH:28])[C@@H:24]([OH:29])[CH2:23]2)=[N:4][CH:5]=[C:6]([CH:21]=1)[C:7]([NH:9][C:10]1[CH:15]=[CH:14][C:13]([O:16][C:17]([F:20])([F:19])[F:18])=[CH:12][CH:11]=1)=[O:8].[B:30]1([B:30]2[O:34][C:33]([CH3:36])([CH3:35])[C:32]([CH3:38])([CH3:37])[O:31]2)[O:34][C:33]([CH3:36])([CH3:35])[C:32]([CH3:38])([CH3:37])[O:31]1.COC1C=CC=C(OC)C=1C1C=CC=CC=1P(C1CCCCC1)C1CCCCC1.[O-]P([O-])([O-])=O.[K+].[K+].[K+]. (2) Given the product [CH3:57][O:58][C:59](=[O:67])[C:60]1[CH:65]=[CH:64][C:63]([NH:66][C:11](=[O:13])[C@@H:10]([N:8]2[CH2:9][C:5]([O:4][C:3]3[C:19]([F:23])=[CH:20][CH:21]=[CH:22][C:2]=3[F:1])=[CH:6][C:7]2=[O:18])[CH2:14][CH:15]([CH3:17])[CH3:16])=[N:62][CH:61]=1, predict the reactants needed to synthesize it. The reactants are: [F:1][C:2]1[CH:22]=[CH:21][CH:20]=[C:19]([F:23])[C:3]=1[O:4][C:5]1[CH2:9][N:8]([C@@H:10]([CH2:14][CH:15]([CH3:17])[CH3:16])[C:11]([OH:13])=O)[C:7](=[O:18])[CH:6]=1.F[P-](F)(F)(F)(F)F.Br[P+](N1CCCC1)(N1CCCC1)N1CCCC1.C(N(CC)C(C)C)(C)C.[CH3:57][O:58][C:59](=[O:67])[C:60]1[CH:65]=[CH:64][C:63]([NH2:66])=[N:62][CH:61]=1. (3) Given the product [NH2:8][C:6]1[CH:7]=[C:2]([Cl:1])[C:3]([S:12][C:13]2[S:14][C:15]3[CH:21]=[C:20]([C:22]#[N:23])[CH:19]=[CH:18][C:16]=3[N:17]=2)=[C:4]([Cl:11])[CH:5]=1, predict the reactants needed to synthesize it. The reactants are: [Cl:1][C:2]1[CH:7]=[C:6]([N+:8]([O-])=O)[CH:5]=[C:4]([Cl:11])[C:3]=1[S:12][C:13]1[S:14][C:15]2[CH:21]=[C:20]([C:22]#[N:23])[CH:19]=[CH:18][C:16]=2[N:17]=1.O.O.[Sn](Cl)(Cl)(Cl)Cl. (4) Given the product [Cl:12][C:13]1[C:18]([Cl:19])=[CH:17][CH:16]=[CH:15][C:14]=1[S:20]([CH2:1][NH:2][CH2:3][CH2:4][C:5]([O:7][C:8]([CH3:11])([CH3:10])[CH3:9])=[O:6])(=[O:22])=[O:21], predict the reactants needed to synthesize it. The reactants are: [CH3:1][NH:2][CH2:3][CH2:4][C:5]([O:7][C:8]([CH3:11])([CH3:10])[CH3:9])=[O:6].[Cl:12][C:13]1[C:18]([Cl:19])=[CH:17][CH:16]=[CH:15][C:14]=1[S:20](Cl)(=[O:22])=[O:21].C(N(CC)CC)C. (5) Given the product [CH3:1][O:2][C:3](=[O:21])[C:4]1[CH:9]=[C:8]([C:10]2[CH:15]=[C:14]([S:42][CH2:41][CH2:40][NH:39][C:38]([O:37][C:33]([CH3:36])([CH3:35])[CH3:34])=[O:43])[N:13]=[C:12]([NH2:17])[N:11]=2)[C:7]([CH3:18])=[CH:6][C:5]=1[O:19][CH3:20], predict the reactants needed to synthesize it. The reactants are: [CH3:1][O:2][C:3](=[O:21])[C:4]1[CH:9]=[C:8]([C:10]2[CH:15]=[C:14](Cl)[N:13]=[C:12]([NH2:17])[N:11]=2)[C:7]([CH3:18])=[CH:6][C:5]=1[O:19][CH3:20].C(=O)([O-])[O-].[K+].[K+].CN(C)C=O.[C:33]([O:37][C:38](=[O:43])[NH:39][CH2:40][CH2:41][SH:42])([CH3:36])([CH3:35])[CH3:34]. (6) Given the product [CH2:1]([NH:3][C:4]([NH:6][C:7]1[N:12]=[CH:11][C:10]([C:13]2[C:14]([O:23][CH2:24][CH2:25][N:26]3[CH2:27][CH2:28][N:29]([CH3:32])[CH2:30][CH2:31]3)=[N:15][CH:16]=[C:17]([C:19]3[O:20][C:51](=[O:52])[NH:22][N:21]=3)[CH:18]=2)=[C:9]([C:33]2[S:34][CH:35]=[C:36]([C:38]([F:39])([F:40])[F:41])[N:37]=2)[CH:8]=1)=[O:5])[CH3:2], predict the reactants needed to synthesize it. The reactants are: [CH2:1]([NH:3][C:4]([NH:6][C:7]1[N:12]=[CH:11][C:10]([C:13]2[C:14]([O:23][CH2:24][CH2:25][N:26]3[CH2:31][CH2:30][N:29]([CH3:32])[CH2:28][CH2:27]3)=[N:15][CH:16]=[C:17]([C:19]([NH:21][NH2:22])=[O:20])[CH:18]=2)=[C:9]([C:33]2[S:34][CH:35]=[C:36]([C:38]([F:41])([F:40])[F:39])[N:37]=2)[CH:8]=1)=[O:5])[CH3:2].C(N(C(C)C)CC)(C)C.[C:51](N1C=CN=C1)(N1C=CN=C1)=[O:52]. (7) Given the product [CH3:1][O:2][C:3]([C:5]1[CH:15]=[C:14]([OH:16])[C:8]2[CH2:9][C:10]([CH3:13])([CH3:12])[O:11][C:7]=2[CH:6]=1)=[O:4], predict the reactants needed to synthesize it. The reactants are: [CH3:1][O:2][C:3]([C:5]1[CH:15]=[C:14]([O:16]C)[C:8]2[CH2:9][C:10]([CH3:13])([CH3:12])[O:11][C:7]=2[CH:6]=1)=[O:4].COC(C1C=C(OC)C=C2OC(C)(C)CC=12)=O.B(Br)(Br)Br.